From a dataset of Full USPTO retrosynthesis dataset with 1.9M reactions from patents (1976-2016). Predict the reactants needed to synthesize the given product. (1) Given the product [F:1][C:2]1[C:10]2[C:6](=[CH:7][N:8]([CH3:20])[N:9]=2)[C:5]([C:11]([O:13][CH3:14])=[O:12])=[CH:4][CH:3]=1, predict the reactants needed to synthesize it. The reactants are: [F:1][C:2]1[C:10]2[NH:9][N:8]=[CH:7][C:6]=2[C:5]([C:11]([O:13][CH3:14])=[O:12])=[CH:4][CH:3]=1.F[B-](F)(F)F.[CH3:20][O+](C)C. (2) Given the product [O:1]1[CH:5]=[CH:4][C:3]([C:6]([NH:66][C:62]2[CH:63]=[CH:64][CH:65]=[C:60]([C:29]3[C:30]4[C:35](=[CH:34][CH:33]=[C:32]([C:36]5[N:40]=[CH:39][N:38]([C:41]([C:42]6[CH:43]=[CH:44][CH:45]=[CH:46][CH:47]=6)([C:48]6[CH:53]=[CH:52][CH:51]=[CH:50][CH:49]=6)[C:54]6[CH:59]=[CH:58][CH:57]=[CH:56][CH:55]=6)[N:37]=5)[CH:31]=4)[N:27]([CH:22]4[CH2:23][CH2:24][CH2:25][CH2:26][O:21]4)[N:28]=3)[CH:61]=2)=[O:8])=[CH:2]1, predict the reactants needed to synthesize it. The reactants are: [O:1]1[CH:5]=[CH:4][C:3]([C:6]([OH:8])=O)=[CH:2]1.Cl.CN(C)CCCN=C=NCC.[O:21]1[CH2:26][CH2:25][CH2:24][CH2:23][CH:22]1[N:27]1[C:35]2[C:30](=[CH:31][C:32]([C:36]3[N:40]=[CH:39][N:38]([C:41]([C:54]4[CH:59]=[CH:58][CH:57]=[CH:56][CH:55]=4)([C:48]4[CH:53]=[CH:52][CH:51]=[CH:50][CH:49]=4)[C:42]4[CH:47]=[CH:46][CH:45]=[CH:44][CH:43]=4)[N:37]=3)=[CH:33][CH:34]=2)[C:29]([C:60]2[CH:61]=[C:62]([NH2:66])[CH:63]=[CH:64][CH:65]=2)=[N:28]1.